From a dataset of Peptide-MHC class II binding affinity with 134,281 pairs from IEDB. Regression. Given a peptide amino acid sequence and an MHC pseudo amino acid sequence, predict their binding affinity value. This is MHC class II binding data. The peptide sequence is EKKYFAATQFHPLAA. The MHC is HLA-DPA10201-DPB10101 with pseudo-sequence HLA-DPA10201-DPB10101. The binding affinity (normalized) is 0.913.